Dataset: Forward reaction prediction with 1.9M reactions from USPTO patents (1976-2016). Task: Predict the product of the given reaction. (1) Given the reactants [Cl:1][C:2]1[C:7]([Cl:8])=[C:6]([F:9])[CH:5]=[CH:4][C:3]=1[C:10]([N:12]1[CH2:17][CH2:16][NH:15][C:14](=O)[CH2:13]1)=[O:11].F[B-](F)(F)F.C([O+](CC)CC)C.[N:31]1[CH:36]=[CH:35][N:34]=[CH:33][C:32]=1[C:37]([NH:39][NH2:40])=O, predict the reaction product. The product is: [Cl:1][C:2]1[C:7]([Cl:8])=[C:6]([F:9])[CH:5]=[CH:4][C:3]=1[C:10]([N:12]1[CH2:17][CH2:16][N:15]2[C:37]([C:32]3[CH:33]=[N:34][CH:35]=[CH:36][N:31]=3)=[N:39][N:40]=[C:14]2[CH2:13]1)=[O:11]. (2) Given the reactants [CH3:1][C:2]1[C:6]2=[N:7][CH:8]=[CH:9][CH:10]=[C:5]2[S:4][C:3]=1[CH:11]=[O:12].[CH:13]1([Mg]Br)[CH2:18][CH2:17][CH2:16][CH2:15][CH2:14]1.[Cl-].[NH4+].C[N+]1([O-])CCOCC1, predict the reaction product. The product is: [CH:13]1([C:11]([C:3]2[S:4][C:5]3[C:6](=[N:7][CH:8]=[CH:9][CH:10]=3)[C:2]=2[CH3:1])=[O:12])[CH2:18][CH2:17][CH2:16][CH2:15][CH2:14]1. (3) The product is: [Cl:4][C:5]1[CH:6]=[C:7]2[C:11](=[C:12]([CH:14]([OH:15])[CH3:1])[CH:13]=1)[N:10]([CH2:16][O:17][CH2:18][CH2:19][Si:20]([CH3:22])([CH3:21])[CH3:23])[CH:9]=[C:8]2[C:24]#[N:25]. Given the reactants [CH3:1][Mg]Br.[Cl:4][C:5]1[CH:6]=[C:7]2[C:11](=[C:12]([CH:14]=[O:15])[CH:13]=1)[N:10]([CH2:16][O:17][CH2:18][CH2:19][Si:20]([CH3:23])([CH3:22])[CH3:21])[CH:9]=[C:8]2[C:24]#[N:25], predict the reaction product. (4) Given the reactants Cl[C:2]1[C:3]2[CH:10]=[CH:9][NH:8][C:4]=2[N:5]=[CH:6][N:7]=1.[Cl:11][C:12]1[CH:20]=[C:19]2[C:15]([CH2:16][CH2:17][N:18]2N)=[CH:14][CH:13]=1, predict the reaction product. The product is: [Cl:11][C:12]1[CH:20]=[C:19]2[C:15]([CH2:16][CH2:17][N:18]2[C:2]2[C:3]3[CH:10]=[CH:9][NH:8][C:4]=3[N:5]=[CH:6][N:7]=2)=[CH:14][CH:13]=1.